From a dataset of Forward reaction prediction with 1.9M reactions from USPTO patents (1976-2016). Predict the product of the given reaction. (1) Given the reactants C[O:2][C:3](=[O:21])[C:4]1[CH:9]=[C:8]([N:10]2[CH2:15][CH2:14][CH2:13][CH2:12][S:11]2(=[O:17])=[O:16])[CH:7]=[C:6]([C:18](=[O:20])[CH3:19])[CH:5]=1.CO.O.[Li+].[OH-], predict the reaction product. The product is: [C:18]([C:6]1[CH:5]=[C:4]([CH:9]=[C:8]([N:10]2[CH2:15][CH2:14][CH2:13][CH2:12][S:11]2(=[O:16])=[O:17])[CH:7]=1)[C:3]([OH:21])=[O:2])(=[O:20])[CH3:19]. (2) Given the reactants [Cl:1][C:2]1[C:3]2[C:32]3[C:31]([Cl:33])=[CH:30][C:20]4[C:21](=[O:29])O[C:23](=[O:28])[C:24]5=[CH:25][C:26]([Cl:27])=[C:17]([C:18]=3[C:19]=45)[C:16]3[C:4]=2[C:5]2[C:6](=[CH:14][C:15]=3[Cl:34])[C:7](=[O:13])O[C:9](=[O:12])[C:10]=2[CH:11]=1.[NH2:35][CH2:36][CH2:37][C:38]([OH:40])=[O:39], predict the reaction product. The product is: [Cl:34][C:15]1[C:16]2[C:17]3[C:26]([Cl:27])=[CH:25][C:24]4[C:23](=[O:28])[N:35]([CH2:36][CH2:37][C:38]([OH:40])=[O:39])[C:21](=[O:29])[C:20]5=[CH:30][C:31]([Cl:33])=[C:32]([C:18]=3[C:19]=45)[C:3]3[C:4]=2[C:5]2[C:10](=[CH:11][C:2]=3[Cl:1])[C:9](=[O:12])[N:35]([CH2:36][CH2:37][C:38]([OH:40])=[O:39])[C:7](=[O:13])[C:6]=2[CH:14]=1.